From a dataset of Peptide-MHC class I binding affinity with 185,985 pairs from IEDB/IMGT. Regression. Given a peptide amino acid sequence and an MHC pseudo amino acid sequence, predict their binding affinity value. This is MHC class I binding data. (1) The peptide sequence is YIVQMLAKL. The MHC is Mamu-A2201 with pseudo-sequence Mamu-A2201. The binding affinity (normalized) is 0.314. (2) The peptide sequence is SSASGADAN. The MHC is Mamu-A2201 with pseudo-sequence Mamu-A2201. The binding affinity (normalized) is 0.00440. (3) The peptide sequence is YQVEGATRV. The MHC is HLA-B27:03 with pseudo-sequence HLA-B27:03. The binding affinity (normalized) is 0.0847. (4) The peptide sequence is KLGAMGINAV. The MHC is HLA-A02:01 with pseudo-sequence HLA-A02:01. The binding affinity (normalized) is 0.718. (5) The peptide sequence is WFWFCLLLL. The MHC is Patr-A0901 with pseudo-sequence Patr-A0901. The binding affinity (normalized) is 0.395.